Dataset: Forward reaction prediction with 1.9M reactions from USPTO patents (1976-2016). Task: Predict the product of the given reaction. (1) Given the reactants [Br:1][C:2]1[C:9]([CH3:10])=[CH:8][C:5]([C:6]#[N:7])=[CH:4][C:3]=1[CH3:11].Cl.[NH2:13][OH:14].C(N(CC)CC)C, predict the reaction product. The product is: [Br:1][C:2]1[C:3]([CH3:11])=[CH:4][C:5]([C:6]([NH:13][OH:14])=[NH:7])=[CH:8][C:9]=1[CH3:10]. (2) Given the reactants [N:1]([CH:4]1[CH2:10][CH2:9][N:8]([C:11]2[N:15]([CH3:16])[N:14]=[CH:13][C:12]=2[N+:17]([O-:19])=[O:18])[CH2:7][CH2:6][CH:5]1[OH:20])=[N+:2]=[N-:3].N(C1C(O)CCN(C(OC(C)(C)C)=O)CC1)=[N+]=[N-].ClC1N(C[CH:46]([F:48])[F:47])N=CC=1[N+]([O-])=O, predict the reaction product. The product is: [N:1]([CH:4]1[CH2:10][CH2:9][N:8]([C:11]2[N:15]([CH2:16][CH:46]([F:48])[F:47])[N:14]=[CH:13][C:12]=2[N+:17]([O-:19])=[O:18])[CH2:7][CH2:6][CH:5]1[OH:20])=[N+:2]=[N-:3]. (3) The product is: [F:1][C:2]1[CH:10]=[C:9]2[C:5]([C:6]([C:20]3[CH:35]=[CH:34][C:23]4[N:24]=[C:25]([CH2:27][CH:28]5[CH2:29][CH2:30][N:31]([S:37]([CH3:36])(=[O:39])=[O:38])[CH2:32][CH2:33]5)[O:26][C:22]=4[CH:21]=3)=[CH:7][N:8]2[S:11]([C:14]2[CH:19]=[CH:18][CH:17]=[CH:16][CH:15]=2)(=[O:13])=[O:12])=[CH:4][CH:3]=1. Given the reactants [F:1][C:2]1[CH:10]=[C:9]2[C:5]([C:6]([C:20]3[CH:35]=[CH:34][C:23]4[N:24]=[C:25]([CH2:27][CH:28]5[CH2:33][CH2:32][NH:31][CH2:30][CH2:29]5)[O:26][C:22]=4[CH:21]=3)=[CH:7][N:8]2[S:11]([C:14]2[CH:19]=[CH:18][CH:17]=[CH:16][CH:15]=2)(=[O:13])=[O:12])=[CH:4][CH:3]=1.[CH3:36][S:37](Cl)(=[O:39])=[O:38].O, predict the reaction product. (4) Given the reactants [CH2:1]([CH:5]1[C:10](=[N:11]O)[CH2:9][CH2:8][N:7]([CH2:13][CH2:14][C:15]2[CH:20]=[CH:19][CH:18]=[CH:17][CH:16]=2)[CH2:6]1)[CH2:2][CH2:3][CH3:4].[H-].[H-].[H-].[H-].[Li+].[Al+3].C([O-])(O)=O.[Na+], predict the reaction product. The product is: [CH2:1]([CH:5]1[CH:10]([NH2:11])[CH2:9][CH2:8][N:7]([CH2:13][CH2:14][C:15]2[CH:20]=[CH:19][CH:18]=[CH:17][CH:16]=2)[CH2:6]1)[CH2:2][CH2:3][CH3:4]. (5) Given the reactants [CH2:1]([O:8][C:9]1[CH:14]=[CH:13][N:12]([C:15]2[CH:16]=[CH:17][C:18]3[C:19]4[CH2:31][N:30](C(OC(C)(C)C)=O)[CH2:29][CH2:28][C:20]=4[N:21]([CH2:24][O:25][CH2:26][CH3:27])[C:22]=3[CH:23]=2)[C:11](=[O:39])[CH:10]=1)[C:2]1[CH:7]=[CH:6][CH:5]=[CH:4][CH:3]=1.Cl, predict the reaction product. The product is: [CH2:1]([O:8][C:9]1[CH:14]=[CH:13][N:12]([C:15]2[CH:16]=[CH:17][C:18]3[C:19]4[CH2:31][NH:30][CH2:29][CH2:28][C:20]=4[N:21]([CH2:24][O:25][CH2:26][CH3:27])[C:22]=3[CH:23]=2)[C:11](=[O:39])[CH:10]=1)[C:2]1[CH:3]=[CH:4][CH:5]=[CH:6][CH:7]=1.